Dataset: Reaction yield outcomes from USPTO patents with 853,638 reactions. Task: Predict the reaction yield, written as a fraction of the theoretical maximum amount of product (1.0 means a 100% yield; for example, 0.34 means a 34% yield). (1) The reactants are [NH2:1][C:2]1[S:3][CH:4]=[CH:5][N:6]=1.N1C=CC=CC=1.Cl[C:14]([O:16][C:17]1[CH:22]=[CH:21][CH:20]=[CH:19][CH:18]=1)=[O:15].C(OCC)(=O)C.O1CCCC1. The catalyst is CN(C)C=O.O. The product is [C:17]1([O:16][C:14](=[O:15])[NH:1][C:2]2[S:3][CH:4]=[CH:5][N:6]=2)[CH:22]=[CH:21][CH:20]=[CH:19][CH:18]=1. The yield is 0.960. (2) The reactants are [Br:1][C:2]1[C:3]([C:9]([OH:11])=[O:10])=[N:4][C:5]([CH3:8])=[CH:6][CH:7]=1.S(Cl)(Cl)=O.[CH3:16]O. No catalyst specified. The product is [Br:1][C:2]1[C:3]([C:9]([O:11][CH3:16])=[O:10])=[N:4][C:5]([CH3:8])=[CH:6][CH:7]=1. The yield is 0.400. (3) The reactants are Cl.[S:2]([N:12]1[C:16]2=[N:17][CH:18]=[C:19]([CH2:21][NH2:22])[N:20]=[C:15]2[CH:14]=[CH:13]1)([C:5]1[CH:11]=[CH:10][C:8]([CH3:9])=[CH:7][CH:6]=1)(=[O:4])=[O:3].[C:23]([O:27][C:28]([N:30]1[CH2:35][CH2:34][C@@H:33]([CH3:36])[C@@H:32]([C:37](O)=[O:38])[CH2:31]1)=[O:29])([CH3:26])([CH3:25])[CH3:24].CN(C(ON1N=NC2C=CC=NC1=2)=[N+](C)C)C.F[P-](F)(F)(F)(F)F.CCN(C(C)C)C(C)C. The catalyst is C(Cl)Cl. The product is [C:23]([O:27][C:28]([N:30]1[CH2:35][CH2:34][C@@H:33]([CH3:36])[C@@H:32]([C:37](=[O:38])[NH:22][CH2:21][C:19]2[N:20]=[C:15]3[CH:14]=[CH:13][N:12]([S:2]([C:5]4[CH:6]=[CH:7][C:8]([CH3:9])=[CH:10][CH:11]=4)(=[O:3])=[O:4])[C:16]3=[N:17][CH:18]=2)[CH2:31]1)=[O:29])([CH3:25])([CH3:26])[CH3:24]. The yield is 1.00. (4) The reactants are [Br:1][C:2]1[CH:7]=[CH:6][C:5]([OH:8])=[CH:4][C:3]=1[O:9][CH:10]([CH3:12])[CH3:11].C(=O)([O-])[O-].[K+].[K+].[CH2:19](I)[CH3:20]. The catalyst is CC(C)=O.C(OCC)C. The product is [Br:1][C:2]1[CH:7]=[CH:6][C:5]([O:8][CH2:19][CH3:20])=[CH:4][C:3]=1[O:9][CH:10]([CH3:12])[CH3:11]. The yield is 0.860. (5) The reactants are OO.[Br:3][C:4]1[CH:5]=[CH:6][C:7]([NH2:12])=[N:8][C:9]=1[CH2:10][CH3:11].C(Cl)Cl.[OH-:16].[Na+].[OH:18]S(O)(=O)=O. No catalyst specified. The product is [Br:3][C:4]1[C:9]([CH2:10][CH3:11])=[N:8][C:7]([N+:12]([O-:18])=[O:16])=[CH:6][CH:5]=1. The yield is 0.520.